Predict the reaction yield, written as a fraction of the theoretical maximum amount of product (1.0 means a 100% yield; for example, 0.34 means a 34% yield). From a dataset of Reaction yield outcomes from USPTO patents with 853,638 reactions. (1) The catalyst is C1(C)C=CC=CC=1. The product is [CH:24]1([C:23]#[C:22][C:21]2([C:27]([F:30])([F:28])[F:29])[O:5][C:6](=[O:32])[NH:7][C:8]3[CH:13]=[CH:12][C:11]([O:14][CH2:15][O:16][CH2:17][CH2:18][O:19][CH3:20])=[CH:10][C:9]2=3)[CH2:26][CH2:25]1. The reactants are C([O:5][C:6](=[O:32])[NH:7][C:8]1[CH:13]=[CH:12][C:11]([O:14][CH2:15][O:16][CH2:17][CH2:18][O:19][CH3:20])=[CH:10][C:9]=1[C:21](O)([C:27]([F:30])([F:29])[F:28])[C:22]#[C:23][CH:24]1[CH2:26][CH2:25]1)(C)(C)C.C([Li])CCC. The yield is 0.960. (2) The reactants are C(O[C@H]1C2C(=CC(Br)=CC=2)[C@@H](NC[C@@H](O)[C@@H](N)CC2C=C(F)C=C(F)C=2)C1)C=C.Br[C:31]1[CH:32]=[CH:33][C:34]2[C@H:35]3[CH2:52][C@@H:49]([C:50]=2[CH:51]=1)[NH:48][CH2:47][C@@H:46]([OH:53])[C@H:45]([CH2:54][C:55]1[CH:60]=[C:59]([F:61])[CH:58]=[C:57]([F:62])[CH:56]=1)[NH:44][C:43](=[O:63])[CH2:42][CH2:41][CH2:40][CH:39]=[CH:38][CH2:37][O:36]3.[CH3:64][N:65]1[CH2:72][CH:71]2[CH:67]([CH2:68][NH:69][CH2:70]2)[CH2:66]1. No catalyst specified. The product is [F:62][C:57]1[CH:56]=[C:55]([CH:60]=[C:59]([F:61])[CH:58]=1)[CH2:54][C@@H:45]1[NH:44][C:43](=[O:63])[CH2:42][CH2:41][CH2:40][CH:39]=[CH:38][CH2:37][O:36][C@@H:35]2[CH2:52][C@@H:49]([C:50]3[CH:51]=[C:31]([N:69]4[CH2:70][CH:71]5[CH:67]([CH2:66][N:65]([CH3:64])[CH2:72]5)[CH2:68]4)[CH:32]=[CH:33][C:34]=32)[NH:48][CH2:47][C@H:46]1[OH:53]. The yield is 0.460. (3) The reactants are [Br:1][C:2]1[CH:7]=[CH:6][C:5]([C:8]2[N:12]=[N:11][N:10]([CH3:13])[C:9]=2C(O)=O)=[CH:4][CH:3]=1.C([N:19]([CH2:22]C)CC)C.C1C=CC(P(N=[N+]=[N-])(C2C=CC=CC=2)=[O:31])=CC=1.[F:41][C:42]([F:53])([F:52])[C:43]1[CH:44]=[C:45]([CH:49]([OH:51])[CH3:50])[CH:46]=[CH:47][CH:48]=1. The catalyst is C1(C)C=CC=CC=1. The product is [F:41][C:42]([F:52])([F:53])[C:43]1[CH:44]=[C:45]([CH:49]([O:51][C:22](=[O:31])[NH:19][C:9]2[N:10]([CH3:13])[N:11]=[N:12][C:8]=2[C:5]2[CH:4]=[CH:3][C:2]([Br:1])=[CH:7][CH:6]=2)[CH3:50])[CH:46]=[CH:47][CH:48]=1. The yield is 0.814. (4) The reactants are [C:1]([C:3]1[CH:8]=[CH:7][CH:6]=[CH:5][C:4]=1B1OC(C)(C)C(C)(C)O1)#[N:2].BrC1C=C(C)C=C(C)[C:20]=1[NH2:21].C(=O)([O-])[O-].[K+].[K+].[C:34]1([CH3:40])[CH:39]=[CH:38][CH:37]=[CH:36][CH:35]=1.CO. The catalyst is C1C=CC([P]([Pd]([P](C2C=CC=CC=2)(C2C=CC=CC=2)C2C=CC=CC=2)([P](C2C=CC=CC=2)(C2C=CC=CC=2)C2C=CC=CC=2)[P](C2C=CC=CC=2)(C2C=CC=CC=2)C2C=CC=CC=2)(C2C=CC=CC=2)C2C=CC=CC=2)=CC=1. The product is [CH3:40][C:34]1[CH:39]=[CH:38][C:37]2[C:4]3[C:3]([CH:1]([NH2:2])[N:21]([CH3:20])[C:36]=2[CH:35]=1)=[CH:8][CH:7]=[CH:6][CH:5]=3. The yield is 0.820. (5) The reactants are [Cl:1][C:2]1[CH:3]=[CH:4][CH:5]=[C:6]2[C:11]=1[C:10]([CH2:12][C:13]1[CH:14]=C([CH:18]=[CH:19][CH:20]=1)C#N)=[N:9][NH:8][C:7]2=[O:21].[OH-:22].[K+].[CH2:24]([OH:26])[CH3:25]. The catalyst is O. The product is [Cl:1][C:2]1[CH:3]=[CH:4][CH:5]=[C:6]2[C:11]=1[C:10]([CH2:12][C:13]1[CH:14]=[C:25]([CH:18]=[CH:19][CH:20]=1)[C:24]([OH:22])=[O:26])=[N:9][NH:8][C:7]2=[O:21]. The yield is 0.950. (6) The reactants are [F:1][C:2]1[C:3]([O:29]CC2C=CC=CC=2)=[C:4]([C:8]2[N:13]([CH2:14][CH2:15][C:16]3[CH:21]=[CH:20][CH:19]=[CH:18][CH:17]=3)[C:12](=[O:22])[C:11]([N:23]3[CH:27]=[CH:26][CH:25]=[CH:24]3)=[C:10]([CH3:28])[N:9]=2)[CH:5]=[CH:6][CH:7]=1. The catalyst is C(O)C.[Pd]. The product is [F:1][C:2]1[C:3]([OH:29])=[C:4]([C:8]2[N:13]([CH2:14][CH2:15][C:16]3[CH:21]=[CH:20][CH:19]=[CH:18][CH:17]=3)[C:12](=[O:22])[C:11]([N:23]3[CH:24]=[CH:25][CH:26]=[CH:27]3)=[C:10]([CH3:28])[N:9]=2)[CH:5]=[CH:6][CH:7]=1. The yield is 0.840. (7) The reactants are [F:1][C:2]([C:12]1[CH:17]=[CH:16][C:15](I)=[CH:14][CH:13]=1)([CH3:11])[CH2:3][NH:4][S:5]([CH:8]([CH3:10])[CH3:9])(=[O:7])=[O:6].[CH3:19][CH2:20]N(CC)CC.[CH2:26]1[CH2:30][O:29][CH2:28][CH2:27]1. The catalyst is CCOCC.Cl[Pd](Cl)([P](C1C=CC=CC=1)(C1C=CC=CC=1)C1C=CC=CC=1)[P](C1C=CC=CC=1)(C1C=CC=CC=1)C1C=CC=CC=1. The product is [F:1][C:2]([C:12]1[CH:17]=[CH:16][C:15]([C:19]#[C:20][CH2:28][CH2:27][CH2:26][CH2:30][OH:29])=[CH:14][CH:13]=1)([CH3:11])[CH2:3][NH:4][S:5]([CH:8]([CH3:10])[CH3:9])(=[O:7])=[O:6]. The yield is 0.380. (8) The reactants are [Si:1]([O:18][C:19]1[CH:26]=[CH:25][C:22]([CH:23]=O)=[CH:21][CH:20]=1)([C:14]([CH3:17])([CH3:16])[CH3:15])([C:8]1[CH:13]=[CH:12][CH:11]=[CH:10][CH:9]=1)[C:2]1[CH:7]=[CH:6][CH:5]=[CH:4][CH:3]=1.[CH2:27]([SH:31])[CH2:28][CH2:29][SH:30].C(=O)(O)[O-].[Na+]. The catalyst is ClCCl. The product is [C:14]([Si:1]([O:18][C:19]1[CH:26]=[CH:25][C:22]([CH:23]2[S:31][CH2:27][CH2:28][CH2:29][S:30]2)=[CH:21][CH:20]=1)([C:8]1[CH:13]=[CH:12][CH:11]=[CH:10][CH:9]=1)[C:2]1[CH:3]=[CH:4][CH:5]=[CH:6][CH:7]=1)([CH3:17])([CH3:15])[CH3:16]. The yield is 0.740. (9) The reactants are [CH2:1]([O:3][P:4]([CH:9]([C:35]#[N:36])[CH2:10][C:11]([CH3:34])=[CH:12][CH2:13][C:14]1[C:15]([O:27][CH2:28][CH2:29][Si:30]([CH3:33])([CH3:32])[CH3:31])=[C:16]2[C:20](=[C:21]([CH3:25])[C:22]=1[O:23][CH3:24])[CH2:19][O:18][C:17]2=[O:26])(=[O:8])[O:5][CH2:6][CH3:7])[CH3:2].[CH3:37][Si]([N-][Si](C)(C)C)(C)C.[Na+].IC. The catalyst is C1COCC1. The product is [CH2:1]([O:3][P:4]([C:9]([C:35]#[N:36])([CH3:37])[CH2:10][C:11]([CH3:34])=[CH:12][CH2:13][C:14]1[C:15]([O:27][CH2:28][CH2:29][Si:30]([CH3:31])([CH3:32])[CH3:33])=[C:16]2[C:20](=[C:21]([CH3:25])[C:22]=1[O:23][CH3:24])[CH2:19][O:18][C:17]2=[O:26])(=[O:8])[O:5][CH2:6][CH3:7])[CH3:2]. The yield is 0.230. (10) The reactants are [N+:1]([C:4]1[CH:23]=[CH:22][CH:21]=[C:6]2[C:7]([N:9]([C:12]3([CH3:20])[CH2:17][CH2:16][C:15](=[O:18])[NH:14][C:13]3=[O:19])[C:10](=[O:11])[C:5]=12)=[O:8])([O-])=O.[H][H]. The yield is 0.820. The product is [NH2:1][C:4]1[CH:23]=[CH:22][CH:21]=[C:6]2[C:7]([N:9]([C:12]3([CH3:20])[CH2:17][CH2:16][C:15](=[O:18])[NH:14][C:13]3=[O:19])[C:10](=[O:11])[C:5]=12)=[O:8]. The catalyst is CC(C)=O.C(OCC)(=O)C.[Pd].